This data is from Peptide-MHC class I binding affinity with 185,985 pairs from IEDB/IMGT. The task is: Regression. Given a peptide amino acid sequence and an MHC pseudo amino acid sequence, predict their binding affinity value. This is MHC class I binding data. The peptide sequence is LFLSFCSLF. The MHC is HLA-B08:01 with pseudo-sequence HLA-B08:01. The binding affinity (normalized) is 0.0847.